Predict the reactants needed to synthesize the given product. From a dataset of Full USPTO retrosynthesis dataset with 1.9M reactions from patents (1976-2016). Given the product [C:22]([N:11]([C:12](=[O:21])[C:13]1[CH:18]=[C:17]([CH3:19])[CH:16]=[C:15]([CH3:20])[CH:14]=1)[NH:10][C:8]([C:6]1[CH:5]=[CH:4][C:3]2[N:26]=[C:27]([CH3:28])[O:29][B:33]([OH:32])[C:2]=2[CH:7]=1)=[O:9])([CH3:25])([CH3:24])[CH3:23], predict the reactants needed to synthesize it. The reactants are: Br[C:2]1[CH:7]=[C:6]([C:8]([NH:10][N:11]([C:22]([CH3:25])([CH3:24])[CH3:23])[C:12](=[O:21])[C:13]2[CH:18]=[C:17]([CH3:19])[CH:16]=[C:15]([CH3:20])[CH:14]=2)=[O:9])[CH:5]=[CH:4][C:3]=1[NH:26][C:27](=[O:29])[CH3:28].CC1(C)C(C)(C)O[B:33](B2OC(C)(C)C(C)(C)O2)[O:32]1.CC([O-])=O.[K+].